From a dataset of Full USPTO retrosynthesis dataset with 1.9M reactions from patents (1976-2016). Predict the reactants needed to synthesize the given product. (1) Given the product [Br:1][CH2:2][C:3]([NH:14][CH2:6][CH2:7][CH2:8][CH2:9][CH2:10][CH2:11][CH2:12][CH3:13])=[O:4], predict the reactants needed to synthesize it. The reactants are: [Br:1][CH2:2][C:3](Br)=[O:4].[CH2:6]([NH2:14])[CH2:7][CH2:8][CH2:9][CH2:10][CH2:11][CH2:12][CH3:13].O. (2) Given the product [F:20][C:3]([F:2])([F:19])[C:4]1[CH:9]=[CH:8][C:7]([C:10]2[O:11][C:12]3[CH2:17][CH2:16][N:15]([C:22]4[N:23]=[CH:24][CH:25]=[CH:26][C:27]=4[C:28]#[N:29])[CH2:14][C:13]=3[N:18]=2)=[CH:6][CH:5]=1, predict the reactants needed to synthesize it. The reactants are: Cl.[F:2][C:3]([F:20])([F:19])[C:4]1[CH:9]=[CH:8][C:7]([C:10]2[O:11][C:12]3[CH2:17][CH2:16][NH:15][CH2:14][C:13]=3[N:18]=2)=[CH:6][CH:5]=1.Cl[C:22]1[C:27]([C:28]#[N:29])=[CH:26][CH:25]=[CH:24][N:23]=1.CCN(C(C)C)C(C)C. (3) Given the product [CH2:10]([NH2:12])[CH2:9][CH2:7][CH3:8].[CH2:7]([N:4]([CH2:5][CH3:6])[C:1]1[N:14]=[C:13]([NH2:12])[N:18]=[C:17]([NH:19][CH2:20][CH2:21][CH2:23][CH3:24])[N:16]=1)[CH3:9], predict the reactants needed to synthesize it. The reactants are: [CH:1]([N:4]([CH:7]([CH3:9])[CH3:8])[CH2:5][CH3:6])(C)C.[CH2:10]([NH:12][C:13]1[N:18]=[C:17]([NH:19][CH2:20][CH3:21])[N:16]=C(Cl)[N:14]=1)C.[CH3:23][C:24](N(C)C)=O. (4) Given the product [N:29]1([C:32]2[CH:33]=[CH:34][C:35]([C:38](=[O:40])[CH:39]=[CH:1][C:3]3[CH:4]=[CH:5][C:6]([C:7]([NH:9][C:10]4[CH:15]=[CH:14][CH:13]=[CH:12][C:11]=4[NH:16][C:17](=[O:23])[O:18][C:19]([CH3:22])([CH3:20])[CH3:21])=[O:8])=[CH:24][CH:25]=3)=[CH:36][CH:37]=2)[CH2:28][CH2:27][O:26][CH2:31][CH2:30]1, predict the reactants needed to synthesize it. The reactants are: [CH:1]([C:3]1[CH:25]=[CH:24][C:6]([C:7]([NH:9][C:10]2[CH:15]=[CH:14][CH:13]=[CH:12][C:11]=2[NH:16][C:17](=[O:23])[O:18][C:19]([CH3:22])([CH3:21])[CH3:20])=[O:8])=[CH:5][CH:4]=1)=O.[O:26]1[CH2:31][CH2:30][N:29]([C:32]2[CH:37]=[CH:36][C:35]([C:38](=[O:40])[CH3:39])=[CH:34][CH:33]=2)[CH2:28][CH2:27]1.C(C1C=CC=CC=1)(=O)C.[OH-].[Na+]. (5) Given the product [F:1][C:2]1[CH:7]=[CH:6][C:5]([C:8]2[C:17]3[C:12](=[CH:13][C:14]([CH2:18][N:19]4[C:23](=[O:24])[CH2:22][N:21]([CH3:25])[C:20]4=[O:26])=[CH:15][CH:16]=3)[N:11]=[C:10]([C:27]([NH2:28])=[O:30])[CH:9]=2)=[CH:4][CH:3]=1, predict the reactants needed to synthesize it. The reactants are: [F:1][C:2]1[CH:7]=[CH:6][C:5]([C:8]2[C:17]3[C:12](=[CH:13][C:14]([CH2:18][N:19]4[C:23](=[O:24])[CH2:22][N:21]([CH3:25])[C:20]4=[O:26])=[CH:15][CH:16]=3)[N:11]=[C:10]([C:27]#[N:28])[CH:9]=2)=[CH:4][CH:3]=1.C([O-])([O-])=[O:30].C([O-])([O-])=O.OO.OO.OO.[Na+].[Na+].[Na+].[Na+].[NH4+].[Cl-]. (6) Given the product [Cl:1][C:2]1[CH:7]=[CH:6][C:5]([C:8]2[S:9][C:10]([C:20]([C:22]3[O:23][CH:24]=[CH:25][CH:26]=3)=[O:21])=[CH:11][C:12]=2[CH2:13][C:14]([OH:16])=[O:15])=[C:4]([F:27])[CH:3]=1, predict the reactants needed to synthesize it. The reactants are: [Cl:1][C:2]1[CH:7]=[CH:6][C:5]([C:8]2[S:9][C:10]([C:20]([C:22]3[O:23][CH:24]=[CH:25][CH:26]=3)=[O:21])=[CH:11][C:12]=2[CH2:13][C:14]([O:16]C(C)C)=[O:15])=[C:4]([F:27])[CH:3]=1.[OH-].[Na+]. (7) Given the product [CH2:1]([O:8][C:9]1[CH:14]=[CH:13][C:12]([N:15]2[CH:19]=[C:18]([OH:30])[CH:17]=[N:16]2)=[CH:11][CH:10]=1)[C:2]1[CH:7]=[CH:6][CH:5]=[CH:4][CH:3]=1, predict the reactants needed to synthesize it. The reactants are: [CH2:1]([O:8][C:9]1[CH:14]=[CH:13][C:12]([N:15]2[CH:19]=[C:18](C=O)[CH:17]=[N:16]2)=[CH:11][CH:10]=1)[C:2]1[CH:7]=[CH:6][CH:5]=[CH:4][CH:3]=1.C1C=C(Cl)C=C(C(OO)=[O:30])C=1. (8) Given the product [CH3:15][CH:16]([CH3:32])[C:17]([NH:19][C:20]1[CH:25]=[CH:24][CH:23]=[C:22]([CH:26]2[CH2:31][CH2:30][N:29]([CH2:7][C:6]3[CH:5]=[C:4]([C:9]4[CH:14]=[CH:13][CH:12]=[CH:11][CH:10]=4)[O:3][C:2]=3[CH3:1])[CH2:28][CH2:27]2)[CH:21]=1)=[O:18], predict the reactants needed to synthesize it. The reactants are: [CH3:1][C:2]1[O:3][C:4]([C:9]2[CH:14]=[CH:13][CH:12]=[CH:11][CH:10]=2)=[CH:5][C:6]=1[CH:7]=O.[CH3:15][CH:16]([CH3:32])[C:17]([NH:19][C:20]1[CH:25]=[CH:24][CH:23]=[C:22]([CH:26]2[CH2:31][CH2:30][NH:29][CH2:28][CH2:27]2)[CH:21]=1)=[O:18]. (9) Given the product [CH2:18]([O:17][CH:15]([O:14][CH2:13][C:8]1[CH:9]=[C:10]([O:11][CH3:12])[C:5]([B:22]([OH:25])[OH:23])=[C:6]([O:20][CH3:21])[CH:7]=1)[CH3:16])[CH3:19], predict the reactants needed to synthesize it. The reactants are: [Mg].II.Br[C:5]1[C:10]([O:11][CH3:12])=[CH:9][C:8]([CH2:13][O:14][CH:15]([O:17][CH2:18][CH3:19])[CH3:16])=[CH:7][C:6]=1[O:20][CH3:21].[B:22](OC)([O:25]C)[O:23]C.[Cl-].[NH4+].